Predict the reactants needed to synthesize the given product. From a dataset of Full USPTO retrosynthesis dataset with 1.9M reactions from patents (1976-2016). (1) Given the product [Cl:36][C:29]1[CH:30]=[CH:31][C:32]([OH:34])=[CH:33][C:28]=1[CH2:27][CH2:26][CH2:25][NH:24][C:20]1[N:19]=[C:18]([CH3:37])[C:17]([C:15]([NH:14][C@@H:4]([CH2:5][NH:6][C:7]([C:9]2[S:10][CH:11]=[CH:12][CH:13]=2)=[O:8])[C:3]([OH:38])=[O:2])=[O:16])=[C:22]([CH3:23])[N:21]=1, predict the reactants needed to synthesize it. The reactants are: C[O:2][C:3](=[O:38])[C@@H:4]([NH:14][C:15]([C:17]1[C:18]([CH3:37])=[N:19][C:20]([NH:24][CH2:25][CH2:26][CH2:27][C:28]2[CH:33]=[C:32]([O:34]C)[CH:31]=[CH:30][C:29]=2[Cl:36])=[N:21][C:22]=1[CH3:23])=[O:16])[CH2:5][NH:6][C:7]([C:9]1[S:10][CH:11]=[CH:12][CH:13]=1)=[O:8].B(Br)(Br)Br.C(Cl)Cl.O.[OH-].[Li+]. (2) Given the product [Cl:43][C:40]1[S:39][C:38]([CH:23]2[C:24](=[O:25])[NH:1][C:2]3[N:3]=[CH:4][CH:5]=[CH:6][C:7]=3[C:8]([C:10]3[S:11][CH:12]=[CH:13][CH:14]=3)=[N:22]2)=[CH:42][CH:41]=1, predict the reactants needed to synthesize it. The reactants are: [NH2:1][C:2]1[C:7]([C:8]([C:10]2[S:11][CH:12]=[CH:13][CH:14]=2)=O)=[CH:6][CH:5]=[CH:4][N:3]=1.C(OC([NH:22][CH:23]([C:38]1[S:39][C:40]([Cl:43])=[CH:41][CH:42]=1)[C:24](OC1C(F)=C(F)C(F)=C(F)C=1F)=[O:25])=O)(C)(C)C.